From a dataset of Full USPTO retrosynthesis dataset with 1.9M reactions from patents (1976-2016). Predict the reactants needed to synthesize the given product. (1) Given the product [Cl:20][C:15]1[CH:14]=[C:13]2[C:18]([C:10]([CH2:9][C@@H:8]([NH2:7])[CH3:21])=[CH:11][NH:12]2)=[CH:17][C:16]=1[F:19], predict the reactants needed to synthesize it. The reactants are: C(OC(=O)[NH:7][C@@H:8]([CH3:21])[CH2:9][C:10]1[C:18]2[C:13](=[CH:14][C:15]([Cl:20])=[C:16]([F:19])[CH:17]=2)[NH:12][CH:11]=1)(C)(C)C. (2) The reactants are: Cl[CH2:2][CH2:3][CH2:4][O:5][C:6]1[CH:11]=[CH:10][C:9]([C:12](=[O:14])[CH3:13])=[CH:8][C:7]=1[O:15][CH3:16].[F:17][C:18]1[CH:32]=[CH:31][C:21]2[C:22]([CH:25]3[CH2:30][CH2:29][NH:28][CH2:27][CH2:26]3)=[N:23][O:24][C:20]=2[CH:19]=1.C(NC(C)C)(C)C. Given the product [CH3:13][C:12]([C:9]1[CH:10]=[CH:11][C:6]([O:5][CH2:4][CH2:3][CH2:2][N:28]2[CH2:27][CH2:26][CH:25]([C:22]3[C:21]4[CH:31]=[CH:32][C:18]([F:17])=[CH:19][C:20]=4[O:24][N:23]=3)[CH2:30][CH2:29]2)=[C:7]([O:15][CH3:16])[CH:8]=1)=[O:14], predict the reactants needed to synthesize it.